This data is from Peptide-MHC class I binding affinity with 185,985 pairs from IEDB/IMGT. The task is: Regression. Given a peptide amino acid sequence and an MHC pseudo amino acid sequence, predict their binding affinity value. This is MHC class I binding data. (1) The peptide sequence is AISRLRTQK. The MHC is HLA-B46:01 with pseudo-sequence HLA-B46:01. The binding affinity (normalized) is 0.0847. (2) The peptide sequence is RQVVNVITTK. The MHC is HLA-A68:01 with pseudo-sequence HLA-A68:01. The binding affinity (normalized) is 0.471. (3) The binding affinity (normalized) is 0. The MHC is HLA-A32:01 with pseudo-sequence HLA-A32:01. The peptide sequence is FKGKTVWFVP. (4) The peptide sequence is RLPYQDFPW. The MHC is Mamu-A01 with pseudo-sequence Mamu-A01. The binding affinity (normalized) is 0.